This data is from Forward reaction prediction with 1.9M reactions from USPTO patents (1976-2016). The task is: Predict the product of the given reaction. (1) Given the reactants [CH3:1][C:2]1[CH:7]=[C:6]([C:8]2[CH:9]=[CH:10][C:11]([O:31][CH3:32])=[C:12]([CH:30]=2)[CH2:13][NH:14][CH:15]2[CH2:20][CH2:19][CH:18]([N:21]([CH3:29])[C:22](=[O:28])[O:23][C:24]([CH3:27])([CH3:26])[CH3:25])[CH2:17][CH2:16]2)[CH:5]=[C:4]([CH3:33])[N:3]=1.[Cl:34][C:35]1[C:36]2[C:46]([F:47])=[CH:45][CH:44]=[C:43]([F:48])[C:37]=2[S:38][C:39]=1[C:40](Cl)=[O:41], predict the reaction product. The product is: [Cl:34][C:35]1[C:36]2[C:46]([F:47])=[CH:45][CH:44]=[C:43]([F:48])[C:37]=2[S:38][C:39]=1[C:40]([N:14]([CH2:13][C:12]1[CH:30]=[C:8]([C:6]2[CH:7]=[C:2]([CH3:1])[N:3]=[C:4]([CH3:33])[CH:5]=2)[CH:9]=[CH:10][C:11]=1[O:31][CH3:32])[CH:15]1[CH2:16][CH2:17][CH:18]([N:21]([CH3:29])[C:22](=[O:28])[O:23][C:24]([CH3:27])([CH3:26])[CH3:25])[CH2:19][CH2:20]1)=[O:41]. (2) The product is: [CH3:1][O:2][C:3]1[C:11]2[N:10]=[C:9]([CH2:12][CH2:13][CH2:14][N:15]([CH3:33])[CH2:16][CH2:17][C@:18]3([O:32][C:41](=[O:46])[C:42]([CH3:45])([CH3:44])[CH3:43])[CH2:23][C@H:22]4[CH2:24][CH2:25][C@@H:19]3[CH:20]=[C:21]4[C:26]3[CH:27]=[CH:28][CH:29]=[CH:30][CH:31]=3)[NH:8][C:7]=2[CH:6]=[CH:5][CH:4]=1. Given the reactants [CH3:1][O:2][C:3]1[C:11]2[N:10]=[C:9]([CH2:12][CH2:13][CH2:14][N:15]([CH3:33])[CH2:16][CH2:17][C:18]3([OH:32])[CH2:23][CH:22]4[CH2:24][CH2:25][CH:19]3[CH:20]=[C:21]4[C:26]3[CH:31]=[CH:30][CH:29]=[CH:28][CH:27]=3)[NH:8][C:7]=2[CH:6]=[CH:5][CH:4]=1.CCN(CC)CC.[C:41](Cl)(=[O:46])[C:42]([CH3:45])([CH3:44])[CH3:43], predict the reaction product. (3) Given the reactants [C:1]([O:5][C:6]([C:8]1[O:9][C:10]2[CH:17]=[CH:16][C:15]([CH3:18])=[C:14]([OH:19])[C:11]=2[C:12]=1[CH3:13])=[O:7])([CH3:4])([CH3:3])[CH3:2].IC.[C:22]([O-])([O-])=O.[K+].[K+], predict the reaction product. The product is: [C:1]([O:5][C:6]([C:8]1[O:9][C:10]2[CH:17]=[CH:16][C:15]([CH3:18])=[C:14]([O:19][CH3:22])[C:11]=2[C:12]=1[CH3:13])=[O:7])([CH3:4])([CH3:3])[CH3:2]. (4) Given the reactants [Br:1][C:2]1[CH:9]=[C:8]([N:10]2[CH2:14][CH2:13][CH2:12][CH2:11]2)[CH:7]=[CH:6][C:3]=1[C:4]#[N:5].P12(SP3(SP(SP(S3)(S1)=S)(=S)S2)=S)=[S:16], predict the reaction product. The product is: [Br:1][C:2]1[CH:9]=[C:8]([N:10]2[CH2:14][CH2:13][CH2:12][CH2:11]2)[CH:7]=[CH:6][C:3]=1[C:4](=[S:16])[NH2:5]. (5) Given the reactants [N:1]1[CH:6]=[CH:5][CH:4]=[CH:3][C:2]=1[CH2:7]Cl.[CH:9]([C:12]1[CH:18]=[CH:17][CH:16]=[C:15]([CH:19]([CH3:21])[CH3:20])[C:13]=1[NH2:14])([CH3:11])[CH3:10].C(N(CC)CC)C, predict the reaction product. The product is: [N:1]1[CH:6]=[CH:5][CH:4]=[CH:3][C:2]=1[CH2:7][NH:14][C:13]1[C:15]([CH:19]([CH3:20])[CH3:21])=[CH:16][CH:17]=[CH:18][C:12]=1[CH:9]([CH3:11])[CH3:10]. (6) Given the reactants [CH2:1]([O:8][C:9]([NH:11][C@@H:12]([CH2:33][CH2:34]SC)[C:13]([NH:15][C@H:16]1[CH2:21][CH2:20][C@@H:19]([O:22][CH3:23])[CH2:18][C@H:17]1[CH2:24][NH:25][C:26](=[O:32])[O:27][C:28]([CH3:31])([CH3:30])[CH3:29])=[O:14])=[O:10])[C:2]1[CH:7]=[CH:6][CH:5]=[CH:4][CH:3]=1.C([O-])([O-])=O.[Cs+].[Cs+], predict the reaction product. The product is: [CH2:1]([O:8][C:9]([NH:11][C@H:12]1[CH2:33][CH2:34][N:15]([C@H:16]2[CH2:21][CH2:20][C@@H:19]([O:22][CH3:23])[CH2:18][C@H:17]2[CH2:24][NH:25][C:26](=[O:32])[O:27][C:28]([CH3:31])([CH3:30])[CH3:29])[C:13]1=[O:14])=[O:10])[C:2]1[CH:7]=[CH:6][CH:5]=[CH:4][CH:3]=1. (7) Given the reactants [NH2:1][C:2]1[N:7]=[C:6](OS(C(F)(F)F)(=O)=O)[C:5]([N+:16]([O-:18])=[O:17])=[C:4]([C:19]2[O:20][CH:21]=[CH:22][CH:23]=2)[N:3]=1.[NH2:24][CH2:25][CH2:26][N:27]1[CH2:32][CH2:31][O:30][CH2:29][CH2:28]1, predict the reaction product. The product is: [O:20]1[CH:21]=[CH:22][CH:23]=[C:19]1[C:4]1[N:3]=[C:2]([NH2:1])[N:7]=[C:6]([NH:24][CH2:25][CH2:26][N:27]2[CH2:32][CH2:31][O:30][CH2:29][CH2:28]2)[C:5]=1[N+:16]([O-:18])=[O:17]. (8) Given the reactants C([O-])(O)=O.[Na+:5].[O-]S([O-])=O.[Na+].[Na+].[S:12]1[C:16]2[CH:17]=[C:18]([S:21](Cl)(=[O:23])=[O:22])[CH:19]=[CH:20][C:15]=2[N:14]=[CH:13]1, predict the reaction product. The product is: [Na+:5].[S:12]1[C:16]2[CH:17]=[C:18]([S:21]([O-:23])=[O:22])[CH:19]=[CH:20][C:15]=2[N:14]=[CH:13]1. (9) The product is: [OH:4][CH2:5][C:6]1[CH:7]=[CH:8][C:9]([CH:12]2[CH2:17][CH2:16][CH2:15][N:14]([C:18]([O:20][C:21]([CH3:24])([CH3:23])[CH3:22])=[O:19])[CH2:13]2)=[CH:10][CH:11]=1. Given the reactants C([O:4][CH2:5][C:6]1[CH:11]=[CH:10][C:9]([C:12]2[CH2:13][N:14]([C:18]([O:20][C:21]([CH3:24])([CH3:23])[CH3:22])=[O:19])[CH2:15][CH2:16][CH:17]=2)=[CH:8][CH:7]=1)(=O)C, predict the reaction product. (10) The product is: [N:26]1([CH2:32][CH2:2][C:1]([C:4]2[CH:5]=[C:6]([C:10]3[CH:15]=[CH:14][N:13]=[C:12]([NH:16][C:17](=[O:24])[C:18]4[CH:19]=[CH:20][CH:21]=[CH:22][CH:23]=4)[CH:11]=3)[CH:7]=[CH:8][CH:9]=2)=[O:3])[CH2:31][CH2:30][O:29][CH2:28][CH2:27]1. Given the reactants [C:1]([C:4]1[CH:5]=[C:6]([C:10]2[CH:15]=[CH:14][N:13]=[C:12]([NH:16][C:17](=[O:24])[C:18]3[CH:23]=[CH:22][CH:21]=[CH:20][CH:19]=3)[CH:11]=2)[CH:7]=[CH:8][CH:9]=1)(=[O:3])[CH3:2].Cl.[NH:26]1[CH2:31][CH2:30][O:29][CH2:28][CH2:27]1.[CH2:32]=O, predict the reaction product.